From a dataset of Full USPTO retrosynthesis dataset with 1.9M reactions from patents (1976-2016). Predict the reactants needed to synthesize the given product. The reactants are: [F:1][C:2]1[CH:3]=[C:4]([CH:6]=[CH:7][C:8]=1[O:9][C:10]1[C:19]2[C:14](=[CH:15][C:16]([O:22][CH2:23][CH2:24][CH2:25][N:26]3[CH2:31][CH2:30][O:29][CH2:28][CH2:27]3)=[C:17]([O:20][CH3:21])[CH:18]=2)[N:13]=[CH:12][CH:11]=1)[NH2:5].[C:32]1([C:38]2[S:39][CH:40]=[C:41]([C:43](Cl)=[O:44])[N:42]=2)[CH:37]=[CH:36][CH:35]=[CH:34][CH:33]=1. Given the product [F:1][C:2]1[CH:3]=[C:4]([NH:5][C:43]([C:41]2[N:42]=[C:38]([C:32]3[CH:33]=[CH:34][CH:35]=[CH:36][CH:37]=3)[S:39][CH:40]=2)=[O:44])[CH:6]=[CH:7][C:8]=1[O:9][C:10]1[C:19]2[C:14](=[CH:15][C:16]([O:22][CH2:23][CH2:24][CH2:25][N:26]3[CH2:31][CH2:30][O:29][CH2:28][CH2:27]3)=[C:17]([O:20][CH3:21])[CH:18]=2)[N:13]=[CH:12][CH:11]=1, predict the reactants needed to synthesize it.